This data is from Forward reaction prediction with 1.9M reactions from USPTO patents (1976-2016). The task is: Predict the product of the given reaction. (1) The product is: [Cl:10][C:9]1[C:4]([C:3]([O:2][CH3:1])=[O:16])=[C:5]([F:15])[C:6]([C:11](=[N:12][OH:13])[NH:22][C:21]2[CH:23]=[CH:24][CH:25]=[C:19]([C:18]([F:17])([F:26])[F:27])[CH:20]=2)=[CH:7][CH:8]=1. Given the reactants [CH3:1][O:2][C:3](=[O:16])[C:4]1[C:9]([Cl:10])=[CH:8][CH:7]=[C:6]([C:11](Cl)=[N:12][OH:13])[C:5]=1[F:15].[F:17][C:18]([F:27])([F:26])[C:19]1[CH:20]=[C:21]([CH:23]=[CH:24][CH:25]=1)[NH2:22].NC1C=CC=CC=1, predict the reaction product. (2) The product is: [O:1]=[C:2]1[C:7]([CH2:8][N:9]2[CH2:14][CH2:13][CH:12]([CH2:15][CH2:16][C:17]3[C:18]([S:25][CH3:24])=[N:19][CH:20]=[CH:21][CH:22]=3)[CH2:11][CH2:10]2)=[CH:6][CH:5]=[CH:4][NH:3]1. Given the reactants [O:1]=[C:2]1[C:7]([CH2:8][N:9]2[CH2:14][CH2:13][CH:12]([CH2:15][CH2:16][C:17]3[C:18](Cl)=[N:19][CH:20]=[CH:21][CH:22]=3)[CH2:11][CH2:10]2)=[CH:6][CH:5]=[CH:4][NH:3]1.[CH3:24][S-:25].[Na+].O, predict the reaction product. (3) Given the reactants [F:1][C:2]1[CH:7]=[C:6]([C:8]2[NH:12][C:11](=[O:13])[O:10][N:9]=2)[CH:5]=[C:4]([F:14])[C:3]=1[N:15]1[CH2:20][CH2:19][CH:18]([CH2:21][N:22]([C@@H:30]([C:32]2[C:41]3[C:36](=[CH:37][CH:38]=[CH:39][CH:40]=3)[CH:35]=[CH:34][CH:33]=2)[CH3:31])C(=O)OC(C)(C)C)[CH:17]([C:42]2[CH:47]=[CH:46][CH:45]=[CH:44][CH:43]=2)[CH2:16]1.[ClH:48].O1CCOCC1, predict the reaction product. The product is: [ClH:48].[F:1][C:2]1[CH:7]=[C:6]([C:8]2[NH:12][C:11](=[O:13])[O:10][N:9]=2)[CH:5]=[C:4]([F:14])[C:3]=1[N:15]1[CH2:20][CH2:19][CH:18]([CH2:21][NH:22][C@@H:30]([C:32]2[C:41]3[C:36](=[CH:37][CH:38]=[CH:39][CH:40]=3)[CH:35]=[CH:34][CH:33]=2)[CH3:31])[CH:17]([C:42]2[CH:43]=[CH:44][CH:45]=[CH:46][CH:47]=2)[CH2:16]1. (4) Given the reactants [NH4+].[Cl-].[Cl:3][C:4]1[C:5]([C:32]2[CH:33]=[N:34][N:35]3[CH:40]=[CH:39][CH:38]=[CH:37][C:36]=23)=[N:6][C:7]([NH:10][C:11]2[CH:16]=[C:15]([N+:17]([O-])=O)[C:14]([N:20]([CH3:29])[CH2:21][CH2:22][N:23]3[CH2:28][CH2:27][O:26][CH2:25][CH2:24]3)=[CH:13][C:12]=2[O:30][CH3:31])=[N:8][CH:9]=1, predict the reaction product. The product is: [Cl:3][C:4]1[C:5]([C:32]2[CH:33]=[N:34][N:35]3[CH:40]=[CH:39][CH:38]=[CH:37][C:36]=23)=[N:6][C:7]([NH:10][C:11]2[CH:16]=[C:15]([NH2:17])[C:14]([N:20]([CH3:29])[CH2:21][CH2:22][N:23]3[CH2:28][CH2:27][O:26][CH2:25][CH2:24]3)=[CH:13][C:12]=2[O:30][CH3:31])=[N:8][CH:9]=1. (5) Given the reactants [O:1]1[CH2:6][CH2:5][N:4]([C:7]2[CH:12]=[CH:11][C:10]([C:13]3[NH:14][C:15]4[C:20]([N:21]=3)=[C:19]([C:22]3[CH:23]=[CH:24][C:25]([O:30][CH:31]5[CH2:36][CH2:35][NH:34][CH2:33][CH2:32]5)=[C:26]([CH:29]=3)[C:27]#[N:28])[N:18]=[CH:17][N:16]=4)=[CH:9][CH:8]=2)[CH2:3][CH2:2]1.[F:37][CH:38]([F:42])[C:39](O)=[O:40].CCN(C(C)C)C(C)C.CN(C(ON1N=NC2C=CC=NC1=2)=[N+](C)C)C.F[P-](F)(F)(F)(F)F, predict the reaction product. The product is: [F:37][CH:38]([F:42])[C:39]([N:34]1[CH2:35][CH2:36][CH:31]([O:30][C:25]2[CH:24]=[CH:23][C:22]([C:19]3[N:18]=[CH:17][N:16]=[C:15]4[C:20]=3[N:21]=[C:13]([C:10]3[CH:9]=[CH:8][C:7]([N:4]5[CH2:5][CH2:6][O:1][CH2:2][CH2:3]5)=[CH:12][CH:11]=3)[NH:14]4)=[CH:29][C:26]=2[C:27]#[N:28])[CH2:32][CH2:33]1)=[O:40]. (6) Given the reactants Br[C:2]1[CH:7]=[CH:6][C:5]([C:8]2[CH:25]=[CH:24][C:23]3[C:22]4[C:17](=[CH:18][CH:19]=[CH:20][CH:21]=4)[C:16]4[C:11](=[CH:12][CH:13]=[CH:14][CH:15]=4)[C:10]=3[CH:9]=2)=[CH:4][CH:3]=1.[CH:26](/B(O)O)=[CH:27]\[C:28]1[CH:33]=[CH:32][CH:31]=[CH:30][CH:29]=1.C(=O)([O-])[O-].[K+].[K+], predict the reaction product. The product is: [CH:26](/[C:2]1[CH:3]=[CH:4][C:5]([C:8]2[CH:25]=[CH:24][C:23]3[C:22]4[C:17](=[CH:18][CH:19]=[CH:20][CH:21]=4)[C:16]4[C:11](=[CH:12][CH:13]=[CH:14][CH:15]=4)[C:10]=3[CH:9]=2)=[CH:6][CH:7]=1)=[CH:27]\[C:28]1[CH:33]=[CH:32][CH:31]=[CH:30][CH:29]=1. (7) Given the reactants [CH3:1][O:2][C:3]1[CH:8]=[CH:7][CH:6]=[CH:5][C:4]=1[NH:9][S:10]([C:13]1[CH:18]=[CH:17][C:16](Br)=[CH:15][CH:14]=1)(=[O:12])=[O:11].C([O-])(=O)C.[K+].[CH3:25][O:26][C:27]1[CH:32]=[CH:31][N:30]=[C:29]([CH2:33][CH2:34][C:35]2[NH:44][C:38]3=[N:39][CH:40]=[C:41](I)[CH:42]=[C:37]3[N:36]=2)[CH:28]=1.C(=O)([O-])[O-].[K+].[K+].[Cl-].[Li+], predict the reaction product. The product is: [CH3:25][O:26][C:27]1[CH:32]=[CH:31][N:30]=[C:29]([CH2:33][CH2:34][C:35]2[NH:44][C:38]3=[N:39][CH:40]=[C:41]([C:16]4[CH:17]=[CH:18][C:13]([S:10]([NH:9][C:4]5[CH:5]=[CH:6][CH:7]=[CH:8][C:3]=5[O:2][CH3:1])(=[O:12])=[O:11])=[CH:14][CH:15]=4)[CH:42]=[C:37]3[N:36]=2)[CH:28]=1. (8) Given the reactants [NH2:1][CH:2]([C:6]1[CH:11]=[CH:10][C:9]([Br:12])=[CH:8][CH:7]=1)[C:3]([OH:5])=[O:4].[C:13]([O:17][C:18](O[C:18]([O:17][C:13]([CH3:16])([CH3:15])[CH3:14])=[O:19])=[O:19])([CH3:16])([CH3:15])[CH3:14], predict the reaction product. The product is: [Br:12][C:9]1[CH:10]=[CH:11][C:6]([CH:2]([NH:1][C:18]([O:17][C:13]([CH3:16])([CH3:15])[CH3:14])=[O:19])[C:3]([OH:5])=[O:4])=[CH:7][CH:8]=1. (9) Given the reactants [I:1][C:2]1[CH:3]=[N:4][N:5]([CH2:7][CH:8]([CH2:13][C:14]([O:16]C)=[O:15])[C:9]([O:11]C)=[O:10])[CH:6]=1.[OH-].[Li+], predict the reaction product. The product is: [I:1][C:2]1[CH:3]=[N:4][N:5]([CH2:7][CH:8]([CH2:13][C:14]([OH:16])=[O:15])[C:9]([OH:11])=[O:10])[CH:6]=1.